From a dataset of Peptide-MHC class II binding affinity with 134,281 pairs from IEDB. Regression. Given a peptide amino acid sequence and an MHC pseudo amino acid sequence, predict their binding affinity value. This is MHC class II binding data. (1) The MHC is DRB1_0802 with pseudo-sequence DRB1_0802. The peptide sequence is GELQIVDKIDAAVKI. The binding affinity (normalized) is 0.559. (2) The peptide sequence is YLEEHPSAGKDPKKT. The MHC is DRB1_1101 with pseudo-sequence DRB1_1101. The binding affinity (normalized) is 0.142. (3) The MHC is HLA-DQA10102-DQB10501 with pseudo-sequence HLA-DQA10102-DQB10501. The binding affinity (normalized) is 0.573. The peptide sequence is KKKKLALYLLLALSLAS.